This data is from Full USPTO retrosynthesis dataset with 1.9M reactions from patents (1976-2016). The task is: Predict the reactants needed to synthesize the given product. Given the product [CH3:46][NH:45][C:43](=[O:44])[O:1][CH2:2][C@H:3]1[O:11][C@H:10]2[C@H:6]([N:7]=[C:8]([NH:12][CH3:20])[S:9]2)[C@@H:5]([OH:21])[C@@H:4]1[OH:31], predict the reactants needed to synthesize it. The reactants are: [OH:1][CH2:2][C@H:3]1[O:11][C@H:10]2[C@H:6]([N:7]=[C:8]([N:12]([CH3:20])C(=O)OC(C)(C)C)[S:9]2)[C@@H:5]([O:21]CC2C=CC(OC)=CC=2)[C@@H:4]1[O:31]CC1C=CC(OC)=CC=1.C1[C:46](=O)[N:45](OC(O[N:45]2[C:46](=O)CC[C:43]2=[O:44])=O)[C:43](=[O:44])C1.CCN(CC)CC.C(=O)([O-])[O-].[K+].[K+].CN.C(O)(C(F)(F)F)=O.